This data is from Reaction yield outcomes from USPTO patents with 853,638 reactions. The task is: Predict the reaction yield, written as a fraction of the theoretical maximum amount of product (1.0 means a 100% yield; for example, 0.34 means a 34% yield). (1) The reactants are C([O:3][C:4]([C:6]1([CH:12]=[CH2:13])[CH2:11][O:10][CH2:9][O:8][CH2:7]1)=[O:5])C.O.[OH-].[Li+]. The catalyst is O1CCCC1.CO.O. The product is [CH:12]([C:6]1([C:4]([OH:5])=[O:3])[CH2:7][O:8][CH2:9][O:10][CH2:11]1)=[CH2:13]. The yield is 0.950. (2) The reactants are C([O:8][C:9]1[C:14](=[O:15])[C:13]([Cl:16])=[CH:12][N:11]([CH3:17])[CH:10]=1)C1C=CC=CC=1. The catalyst is Cl.C(O)C. The product is [Cl:16][C:13]1[C:14](=[O:15])[C:9]([OH:8])=[CH:10][N:11]([CH3:17])[CH:12]=1. The yield is 0.766. (3) The reactants are [OH:1][C:2]1[C:9]([O:10][CH3:11])=[CH:8][CH:7]=[CH:6][C:3]=1[CH:4]=[O:5].[Br:12]Br. The catalyst is C(O)(=O)C.O. The product is [Br:12][C:7]1[CH:8]=[C:9]([O:10][CH3:11])[C:2]([OH:1])=[C:3]([CH:6]=1)[CH:4]=[O:5]. The yield is 0.800.